This data is from Full USPTO retrosynthesis dataset with 1.9M reactions from patents (1976-2016). The task is: Predict the reactants needed to synthesize the given product. (1) The reactants are: C(Cl)(=O)C(Cl)=O.CS(C)=O.[OH:11][C@H:12]1[CH2:16][CH2:15][CH2:14][C@@H:13]1[NH:17][C:18](=[O:24])[O:19][C:20]([CH3:23])([CH3:22])[CH3:21].C(N(CC)CC)C. Given the product [O:11]=[C:12]1[CH2:16][CH2:15][CH2:14][C@@H:13]1[NH:17][C:18](=[O:24])[O:19][C:20]([CH3:22])([CH3:21])[CH3:23], predict the reactants needed to synthesize it. (2) Given the product [Br:1][C:2]1[CH:3]=[CH:4][C:5]2[C:6](=[C:8]([CH3:9])[N:17]([CH:14]3[CH2:16][CH2:15]3)[N:11]=2)[CH:7]=1, predict the reactants needed to synthesize it. The reactants are: [Br:1][C:2]1[CH:3]=[CH:4][C:5]([N+:11]([O-])=O)=[C:6]([C:8](=O)[CH3:9])[CH:7]=1.[CH:14]1([NH2:17])[CH2:16][CH2:15]1. (3) Given the product [CH2:7]([CH:20]1[C:21]2[C:26](=[CH:25][C:24]([O:29][CH3:30])=[C:23]([O:31][CH3:32])[CH:22]=2)[CH2:27][CH2:28][N:19]1[CH2:18][C:13]1[CH:14]=[CH:15][C:16]([C:13]([CH3:18])([CH3:14])[CH3:12])=[CH:17][CH:12]=1)[CH2:6][CH2:5][CH2:4][CH2:3][CH3:2], predict the reactants needed to synthesize it. The reactants are: C(Cl)(=O)[CH2:2][CH2:3][CH2:4][CH2:5][CH2:6][CH3:7].[Cl-].F[C:12]1[CH:17]=[CH:16][CH:15]=[CH:14][C:13]=1[CH2:18][N+:19]1[CH2:28][CH2:27][C:26]2[C:21](=[CH:22][C:23]([O:31][CH3:32])=[C:24]([O:29][CH3:30])[CH:25]=2)[CH:20]=1. (4) Given the product [Cl:10][C:11]1[CH:23]=[C:22]([Cl:24])[C:21]([O:25][C:26]2[N:30]([CH3:31])[N:29]=[C:28]([CH3:32])[C:27]=2[C:33]2[CH:6]=[C:5]([Si:2]([CH3:4])([CH3:3])[CH3:1])[O:35][N:34]=2)=[CH:20][C:12]=1[O:13][C@@H:14]([CH3:19])[C:15]([O:17][CH3:18])=[O:16], predict the reactants needed to synthesize it. The reactants are: [CH3:1][Si:2]([C:5]#[CH:6])([CH3:4])[CH3:3].Cl[O-].[Na+].[Cl:10][C:11]1[CH:23]=[C:22]([Cl:24])[C:21]([O:25][C:26]2[N:30]([CH3:31])[N:29]=[C:28]([CH3:32])[C:27]=2/[CH:33]=[N:34]/[OH:35])=[CH:20][C:12]=1[O:13][C@@H:14]([CH3:19])[C:15]([O:17][CH3:18])=[O:16].[Cl-].[Na+]. (5) The reactants are: [NH2:1][C:2]1[C:10]2[O:9][C:8]([CH2:17][OH:18])(C3CCNCC3)[CH2:7][C:6]=2[CH:5]=[C:4]([CH3:19])[CH:3]=1.[CH:20]([S:23]([C:26]1[CH:31]=[CH:30][CH:29]=[CH:28][C:27]=1[NH:32][C:33]1[N:38]=[C:37](S(C)(=O)=O)[N:36]=[C:35]2[NH:43][N:44]=[C:45]([CH3:46])[C:34]=12)(=[O:25])=[O:24])([CH3:22])[CH3:21].[CH3:47][C:48]1C=C[C:51](S(O)(=O)=O)=[CH:52][CH:53]=1.[OH-].[NH4+:59]. Given the product [CH:20]([S:23]([C:26]1[CH:31]=[CH:30][CH:29]=[CH:28][C:27]=1[NH:32][C:33]1[N:38]=[C:37]([NH:1][C:2]2[C:10]3[O:9][CH:8]([CH2:17][OH:18])[CH2:7][C:6]=3[C:5]([CH:53]3[CH2:52][CH2:51][NH:59][CH2:47][CH2:48]3)=[C:4]([CH3:19])[CH:3]=2)[N:36]=[C:35]2[NH:43][N:44]=[C:45]([CH3:46])[C:34]=12)(=[O:25])=[O:24])([CH3:22])[CH3:21], predict the reactants needed to synthesize it.